This data is from Full USPTO retrosynthesis dataset with 1.9M reactions from patents (1976-2016). The task is: Predict the reactants needed to synthesize the given product. (1) The reactants are: [Cl:1][C:2]1[CH:3]=[C:4]([NH:9][C:10]2[C:11]3[CH2:18][C:17](=[O:19])[NH:16][C:12]=3[N:13]=[CH:14][N:15]=2)[CH:5]=[CH:6][C:7]=1[F:8].[CH3:20][C:21]1[C:25]([CH2:26][CH2:27][C:28]([N:30]2[CH2:35][CH2:34][O:33][CH2:32][CH2:31]2)=[O:29])=[C:24]([CH3:36])[NH:23][C:22]=1[CH:37]=O. Given the product [Cl:1][C:2]1[CH:3]=[C:4]([NH:9][C:10]2[C:11]3[C:18](=[CH:37][C:22]4[NH:23][C:24]([CH3:36])=[C:25]([CH2:26][CH2:27][C:28]([N:30]5[CH2:35][CH2:34][O:33][CH2:32][CH2:31]5)=[O:29])[C:21]=4[CH3:20])[C:17](=[O:19])[NH:16][C:12]=3[N:13]=[CH:14][N:15]=2)[CH:5]=[CH:6][C:7]=1[F:8], predict the reactants needed to synthesize it. (2) Given the product [C:7]([C:9]1[C:17]2[C:12](=[CH:13][CH:14]=[C:15]([CH2:18][CH2:19][NH:20][C:21](=[O:35])[C:22]3[CH:27]=[CH:26][C:25]([C:28]4[CH:33]=[CH:32][N:31]=[C:30]([NH:6][CH:3]([CH2:4][OH:5])[CH2:2][OH:1])[N:29]=4)=[CH:24][CH:23]=3)[CH:16]=2)[NH:11][CH:10]=1)#[N:8], predict the reactants needed to synthesize it. The reactants are: [OH:1][CH2:2][CH:3]([NH2:6])[CH2:4][OH:5].[C:7]([C:9]1[C:17]2[C:12](=[CH:13][CH:14]=[C:15]([CH2:18][CH2:19][NH:20][C:21](=[O:35])[C:22]3[CH:27]=[CH:26][C:25]([C:28]4[CH:33]=[CH:32][N:31]=[C:30](Cl)[N:29]=4)=[CH:24][CH:23]=3)[CH:16]=2)[NH:11][CH:10]=1)#[N:8]. (3) The reactants are: [CH3:1][O:2][C:3](=[O:14])[C:4]1[CH:9]=[CH:8][C:7]([OH:10])=[C:6]([CH2:11][CH:12]=[CH2:13])[CH:5]=1.[CH3:15]I. Given the product [CH3:1][O:2][C:3](=[O:14])[C:4]1[CH:9]=[CH:8][C:7]([O:10][CH3:15])=[C:6]([CH2:11][CH:12]=[CH2:13])[CH:5]=1, predict the reactants needed to synthesize it. (4) Given the product [CH3:38][C:39]1[CH:40]=[C:41]([CH:44]=[CH:45][C:46]=1[CH3:47])[CH2:42][N:19]1[CH2:20][CH:16]([CH2:15][CH2:14][O:13][C:10]2[CH:9]=[CH:8][C:7]([CH2:6][C:5]([CH3:34])([O:23][C:24]3[CH:25]=[CH:26][C:27]([C:30]([F:33])([F:31])[F:32])=[CH:28][CH:29]=3)[C:4]([OH:3])=[O:35])=[CH:12][CH:11]=2)[N:17]([CH3:22])[C:18]1=[O:21], predict the reactants needed to synthesize it. The reactants are: C([O:3][C:4](=[O:35])[C:5]([CH3:34])([O:23][C:24]1[CH:29]=[CH:28][C:27]([C:30]([F:33])([F:32])[F:31])=[CH:26][CH:25]=1)[CH2:6][C:7]1[CH:12]=[CH:11][C:10]([O:13][CH2:14][CH2:15][CH:16]2[CH2:20][NH:19][C:18](=[O:21])[N:17]2[CH3:22])=[CH:9][CH:8]=1)C.[H-].[Na+].[CH3:38][C:39]1[CH:40]=[C:41]([CH:44]=[CH:45][C:46]=1[CH3:47])[CH2:42]Cl. (5) The reactants are: [C:1]([O:5][C:6]([N:8]1[CH2:13][CH2:12][N:11]([C:14]2[N:22]([CH2:23][C:24]#[C:25][CH3:26])[C:21]3[C:20](=[O:27])[NH:19][C:18](=[O:28])[NH:17][C:16]=3[N:15]=2)[CH2:10][CH2:9]1)=[O:7])([CH3:4])([CH3:3])[CH3:2].C(=O)([O-])[O-].[K+].[K+].[C:35]([O:41][CH2:42]Cl)(=[O:40])[C:36]([CH3:39])([CH3:38])[CH3:37]. Given the product [C:1]([O:5][C:6]([N:8]1[CH2:9][CH2:10][N:11]([C:14]2[N:22]([CH2:23][C:24]#[C:25][CH3:26])[C:21]3[C:20](=[O:27])[NH:19][C:18](=[O:28])[N:17]([CH2:42][O:41][C:35](=[O:40])[C:36]([CH3:39])([CH3:38])[CH3:37])[C:16]=3[N:15]=2)[CH2:12][CH2:13]1)=[O:7])([CH3:4])([CH3:2])[CH3:3], predict the reactants needed to synthesize it.